This data is from Reaction yield outcomes from USPTO patents with 853,638 reactions. The task is: Predict the reaction yield, written as a fraction of the theoretical maximum amount of product (1.0 means a 100% yield; for example, 0.34 means a 34% yield). (1) The reactants are [C:1]([C:5]1[CH:6]=[C:7]2[C:11](=[CH:12][CH:13]=1)[C@H:10]([NH:14][C:15]([NH:17][C:18]1[CH:26]=[CH:25][CH:24]=[C:23]3[C:19]=1[CH:20]=[N:21][N:22]3[C:27]([O:29][CH2:30][P:31](=[O:34])([OH:33])[OH:32])=[O:28])=[O:16])[CH2:9][CH2:8]2)([CH3:4])([CH3:3])[CH3:2].[CH2:35]([N:37]([CH2:40][CH3:41])[CH2:38][CH3:39])[CH3:36]. The catalyst is CO. The product is [CH2:35]([N:37]([CH2:40][CH3:41])[CH2:38][CH3:39])[CH3:36].[C:1]([C:5]1[CH:6]=[C:7]2[C:11](=[CH:12][CH:13]=1)[C@H:10]([NH:14][C:15]([NH:17][C:18]1[CH:26]=[CH:25][CH:24]=[C:23]3[C:19]=1[CH:20]=[N:21][N:22]3[C:27]([O:29][CH2:30][P:31](=[O:32])([OH:34])[OH:33])=[O:28])=[O:16])[CH2:9][CH2:8]2)([CH3:4])([CH3:2])[CH3:3]. The yield is 1.00. (2) The reactants are [CH3:1][N:2]1[CH2:7][CH2:6][NH:5][CH2:4][CH2:3]1.Cl[C:9]1[C:14]([N+:15]([O-:17])=[O:16])=[C:13]([NH2:18])[CH:12]=[CH:11][N:10]=1. The catalyst is O. The product is [CH3:1][N:2]1[CH2:7][CH2:6][N:5]([C:9]2[C:14]([N+:15]([O-:17])=[O:16])=[C:13]([NH2:18])[CH:12]=[CH:11][N:10]=2)[CH2:4][CH2:3]1. The yield is 0.732. (3) The reactants are [Cl:1][C:2]1[CH:7]=[CH:6][C:5]([C@@H:8]([C:49]2[CH:50]=[N:51][C:52]([O:55][CH3:56])=[CH:53][CH:54]=2)[C@H:9]([NH:44][C:45]([O:47][CH3:48])=[O:46])[C:10]([NH:12][C:13]2[CH:42]=[CH:41][CH:40]=[C:39]([F:43])[C:14]=2[CH2:15][CH2:16][C@@H:17]2[N:22]([S:23]([C:26]3[CH:31]=[CH:30][CH:29]=[CH:28][CH:27]=3)(=[O:25])=[O:24])[CH2:21][CH2:20][N:19](C(OC(C)(C)C)=O)[CH2:18]2)=[O:11])=[CH:4][CH:3]=1.C(O)(C(F)(F)F)=O. The catalyst is C(Cl)Cl. The product is [Cl:1][C:2]1[CH:3]=[CH:4][C:5]([C@@H:8]([C:49]2[CH:50]=[N:51][C:52]([O:55][CH3:56])=[CH:53][CH:54]=2)[C@H:9]([NH:44][C:45](=[O:46])[O:47][CH3:48])[C:10]([NH:12][C:13]2[CH:42]=[CH:41][CH:40]=[C:39]([F:43])[C:14]=2[CH2:15][CH2:16][C@H:17]2[CH2:18][NH:19][CH2:20][CH2:21][N:22]2[S:23]([C:26]2[CH:31]=[CH:30][CH:29]=[CH:28][CH:27]=2)(=[O:25])=[O:24])=[O:11])=[CH:6][CH:7]=1. The yield is 0.590. (4) The reactants are [CH3:1][O:2][C:3](=[O:13])[C:4]1[CH:9]=[C:8]([OH:10])[C:7]([OH:11])=[C:6]([OH:12])[CH:5]=1.[CH3:14]OS(OC)(=O)=O.[OH-].[Na+].OS(O)(=O)=O. The catalyst is O. The product is [OH:12][C:6]1[CH:5]=[C:4]([CH:9]=[C:8]([O:10][CH3:14])[C:7]=1[OH:11])[C:3]([O:2][CH3:1])=[O:13]. The yield is 0.470.